This data is from NCI-60 drug combinations with 297,098 pairs across 59 cell lines. The task is: Regression. Given two drug SMILES strings and cell line genomic features, predict the synergy score measuring deviation from expected non-interaction effect. (1) Drug 1: C1CCN(CC1)CCOC2=CC=C(C=C2)C(=O)C3=C(SC4=C3C=CC(=C4)O)C5=CC=C(C=C5)O. Drug 2: CC(C)CN1C=NC2=C1C3=CC=CC=C3N=C2N. Cell line: NCIH23. Synergy scores: CSS=-9.16, Synergy_ZIP=5.01, Synergy_Bliss=0.765, Synergy_Loewe=-8.46, Synergy_HSA=-6.50. (2) Drug 1: CC1=C(C(=CC=C1)Cl)NC(=O)C2=CN=C(S2)NC3=CC(=NC(=N3)C)N4CCN(CC4)CCO. Drug 2: CC12CCC3C(C1CCC2O)C(CC4=C3C=CC(=C4)O)CCCCCCCCCS(=O)CCCC(C(F)(F)F)(F)F. Cell line: NCIH23. Synergy scores: CSS=12.4, Synergy_ZIP=0.540, Synergy_Bliss=5.01, Synergy_Loewe=-7.72, Synergy_HSA=0.951.